This data is from Full USPTO retrosynthesis dataset with 1.9M reactions from patents (1976-2016). The task is: Predict the reactants needed to synthesize the given product. (1) Given the product [CH2:36]([O:35][C:33]([C:31]1[CH:32]=[N:28][N:29]([CH2:24][C:21]2[CH:22]=[CH:23][C:18]([C:17]3[O:16][N:15]=[C:14]([CH3:26])[C:13]=3[NH:12][C:11]([O:10][CH:8]([C:3]3[CH:4]=[CH:5][CH:6]=[CH:7][C:2]=3[Cl:1])[CH3:9])=[O:27])=[CH:19][CH:20]=2)[CH:30]=1)=[O:34])[CH3:37], predict the reactants needed to synthesize it. The reactants are: [Cl:1][C:2]1[CH:7]=[CH:6][CH:5]=[CH:4][C:3]=1[CH:8]([O:10][C:11](=[O:27])[NH:12][C:13]1[C:14]([CH3:26])=[N:15][O:16][C:17]=1[C:18]1[CH:23]=[CH:22][C:21]([CH2:24]Cl)=[CH:20][CH:19]=1)[CH3:9].[NH:28]1[CH:32]=[C:31]([C:33]([O:35][CH2:36][CH3:37])=[O:34])[CH:30]=[N:29]1.C(=O)([O-])[O-].[Cs+].[Cs+]. (2) Given the product [CH:1]1([C:4]2[C:5]([C:28]3[CH:29]=[CH:30][CH:31]=[CH:32][CH:33]=3)=[C:6]([O:16][C:17]3[CH:22]=[CH:21][C:20](/[CH:23]=[CH:24]/[C:25]([OH:27])=[O:26])=[CH:19][CH:18]=3)[C:7]3[C:12]([CH:13]=2)=[CH:11][C:10]([OH:14])=[CH:9][CH:8]=3)[CH2:3][CH2:2]1, predict the reactants needed to synthesize it. The reactants are: [CH:1]1([C:4]2[C:5]([C:28]3[CH:33]=[CH:32][CH:31]=[CH:30][CH:29]=3)=[C:6]([O:16][C:17]3[CH:22]=[CH:21][C:20](/[CH:23]=[CH:24]/[C:25]([OH:27])=[O:26])=[CH:19][CH:18]=3)[C:7]3[C:12]([CH:13]=2)=[CH:11][C:10]([O:14]C)=[CH:9][CH:8]=3)[CH2:3][CH2:2]1.B(Br)(Br)Br. (3) Given the product [F:18][C:15]([F:16])([F:17])[CH2:14][CH2:13][CH:12]([C:19]1[CH:20]=[N:21][C:22]([C:25]2[CH:26]=[CH:27][C:28]([C:31]([F:32])([F:33])[F:34])=[CH:29][CH:30]=2)=[CH:23][CH:24]=1)/[CH:11]=[CH:10]\[C:7]1[CH:6]=[CH:5][C:4]([C:3]([OH:35])=[O:2])=[CH:9][CH:8]=1, predict the reactants needed to synthesize it. The reactants are: C[O:2][C:3](=[O:35])[C:4]1[CH:9]=[CH:8][C:7](/[CH:10]=[CH:11]\[CH:12]([C:19]2[CH:20]=[N:21][C:22]([C:25]3[CH:30]=[CH:29][C:28]([C:31]([F:34])([F:33])[F:32])=[CH:27][CH:26]=3)=[CH:23][CH:24]=2)[CH2:13][CH2:14][C:15]([F:18])([F:17])[F:16])=[CH:6][CH:5]=1.[OH-].[Na+].Cl. (4) Given the product [C:19]([N:18]1[CH2:17][CH:16]([OH:24])[CH2:15][CH:14]1[C:6]1[CH:7]=[CH:8][C:9]([N+:11]([O-:13])=[O:12])=[CH:10][C:5]=1[F:4])(=[O:21])[CH3:20], predict the reactants needed to synthesize it. The reactants are: O.II.[F:4][C:5]1[CH:10]=[C:9]([N+:11]([O-:13])=[O:12])[CH:8]=[CH:7][C:6]=1[CH:14]([NH:18][C:19](=[O:21])[CH3:20])[CH2:15][CH:16]=[CH2:17].C(OC(=O)C)(=[O:24])C. (5) Given the product [Cl:17][C:5]1[C:6]([C:8]2[C:16]3[C:11](=[CH:12][CH:13]=[CH:14][CH:15]=3)[NH:10][CH:9]=2)=[N:7][C:2]([NH:18][C:19]2[CH:20]=[C:21]([CH3:36])[C:22]([N:27]3[CH2:28][CH2:29][CH:30]([N:33]([CH3:35])[CH3:34])[CH2:31][CH2:32]3)=[CH:23][C:24]=2[O:25][CH3:26])=[N:3][CH:4]=1, predict the reactants needed to synthesize it. The reactants are: Cl[C:2]1[N:7]=[C:6]([C:8]2[C:16]3[C:11](=[CH:12][CH:13]=[CH:14][CH:15]=3)[NH:10][CH:9]=2)[C:5]([Cl:17])=[CH:4][N:3]=1.[NH2:18][C:19]1[C:24]([O:25][CH3:26])=[CH:23][C:22]([N:27]2[CH2:32][CH2:31][CH:30]([N:33]([CH3:35])[CH3:34])[CH2:29][CH2:28]2)=[C:21]([CH3:36])[CH:20]=1. (6) Given the product [C:1]([O:5][C:6]([NH:8][C@H:9]1[CH2:14][CH2:13][CH2:12][CH2:11][C@H:10]1[NH:15][C:16]1[N:21]=[C:20]([C:40]2[S:48][C:43]3=[N:44][CH:45]=[CH:46][CH:47]=[C:42]3[CH:41]=2)[C:19]2[C:23](=[O:33])[N:24]([C:26]([O:28][C:29]([CH3:32])([CH3:31])[CH3:30])=[O:27])[CH2:25][C:18]=2[C:17]=1[F:34])=[O:7])([CH3:4])([CH3:3])[CH3:2], predict the reactants needed to synthesize it. The reactants are: [C:1]([O:5][C:6]([NH:8][C@H:9]1[CH2:14][CH2:13][CH2:12][CH2:11][C@H:10]1[NH:15][C:16]1[N:21]=[C:20](Cl)[C:19]2[C:23](=[O:33])[N:24]([C:26]([O:28][C:29]([CH3:32])([CH3:31])[CH3:30])=[O:27])[CH2:25][C:18]=2[C:17]=1[F:34])=[O:7])([CH3:4])([CH3:3])[CH3:2].C([Sn](CCCC)(CCCC)[C:40]1[S:48][C:43]2=[N:44][CH:45]=[CH:46][CH:47]=[C:42]2[CH:41]=1)CCC. (7) Given the product [ClH:1].[Cl:21][C:22]1[CH:23]=[C:24]([NH:25][C:2]2[C:3]3[N:10]([CH2:11][CH2:12][NH:13][C:56](=[O:55])[CH2:57][C:42]([OH:47])([CH3:43])[CH3:41])[CH:9]=[CH:8][C:4]=3[N:5]=[CH:6][N:7]=2)[CH:26]=[CH:27][C:28]=1[O:29][C:30]1[CH:31]=[CH:32][C:33]2[N:34]([N:36]=[CH:37][CH:38]=2)[CH:35]=1, predict the reactants needed to synthesize it. The reactants are: [Cl:1][C:2]1[C:3]2[N:10]([CH2:11][CH2:12][NH:13]C(=O)OC(C)(C)C)[CH:9]=[CH:8][C:4]=2[N:5]=[CH:6][N:7]=1.[Cl:21][C:22]1[CH:23]=[C:24]([CH:26]=[CH:27][C:28]=1[O:29][C:30]1[CH:31]=[CH:32][C:33]2[N:34]([N:36]=[CH:37][CH:38]=2)[CH:35]=1)[NH2:25].Cl.N1C=C[CH:43]=[CH:42][CH:41]=1.C(=O)([O-])[OH:47].[Na+].Cl.C([O:55][CH2:56][CH3:57])(=O)C. (8) Given the product [Cl:32][C:33]1[CH:34]=[C:35]([CH:45]=[CH:46][CH:47]=1)[O:36][C:37]1[CH:38]=[C:39]([CH2:40][NH:41][C:4](=[O:6])[C:3]2[CH:7]=[CH:8][CH:9]=[N:10][C:2]=2[NH2:1])[CH:42]=[CH:43][CH:44]=1, predict the reactants needed to synthesize it. The reactants are: [NH2:1][C:2]1[N:10]=[CH:9][CH:8]=[CH:7][C:3]=1[C:4]([OH:6])=O.ON1C2C=CC=CC=2N=N1.CCN=C=NCCCN(C)C.[Cl:32][C:33]1[CH:34]=[C:35]([CH:45]=[CH:46][CH:47]=1)[O:36][C:37]1[CH:38]=[C:39]([CH:42]=[CH:43][CH:44]=1)[CH2:40][NH2:41].C(=O)(O)[O-].[Na+]. (9) Given the product [C:28]([O:32][C:33](=[O:34])[NH:35][CH:36]([C:37]([CH2:44][CH:9]([CH:24]([CH3:25])[CH3:26])[CH:10]=[C:11]([CH3:23])[C:12]([C:14]1[N:15]([CH2:19][O:20][CH2:21][CH3:22])[CH:16]=[CH:17][N:18]=1)=[O:13])=[O:39])[C:40]([CH3:43])([CH3:42])[CH3:41])([CH3:29])([CH3:30])[CH3:31], predict the reactants needed to synthesize it. The reactants are: C(OC(=O)N([CH:9]([CH:24]([CH3:26])[CH3:25])[CH:10]=[C:11]([CH3:23])[C:12]([C:14]1[N:15]([CH2:19][O:20][CH2:21][CH3:22])[CH:16]=[CH:17][N:18]=1)=[O:13])C)(C)(C)C.[C:28]([O:32][C:33]([NH:35][CH:36]([C:40]([CH3:43])([CH3:42])[CH3:41])[C:37]([OH:39])=O)=[O:34])([CH3:31])([CH3:30])[CH3:29].[CH2:44](OP(ON1C(=O)C2C=CC=CC=2N=N1)(OCC)=O)C.C(N(CC)CC)C. (10) Given the product [O:18]1[C:17]2[CH:4]=[CH:3][CH:7]=[CH:8][C:9]=2[O:13][CH2:1][C@@H:2]1[CH2:10][N:5]1[C:1](=[O:11])[C:2]2[C:3](=[CH:7][CH:8]=[CH:9][CH:10]=2)[C:4]1=[O:6], predict the reactants needed to synthesize it. The reactants are: [C:1]1(=[O:11])[NH:5][C:4](=[O:6])[C:3]2=[CH:7][CH:8]=[CH:9][CH:10]=[C:2]12.[K].[OH2:13].CN([CH:17]=[O:18])C.